From a dataset of Catalyst prediction with 721,799 reactions and 888 catalyst types from USPTO. Predict which catalyst facilitates the given reaction. Reactant: [Br:1][C:2]1[CH:3]=[C:4]2[C:9](=[CH:10][CH:11]=1)[N:8]=[C:7]([C:12]([OH:14])=O)[CH:6]=[CH:5]2.[CH3:15][N:16](C(ON1N=NC2C=CC=NC1=2)=[N+](C)C)[CH3:17].F[P-](F)(F)(F)(F)F.CNC.CCN(C(C)C)C(C)C. Product: [Br:1][C:2]1[CH:3]=[C:4]2[C:9](=[CH:10][CH:11]=1)[N:8]=[C:7]([C:12]([N:16]([CH3:17])[CH3:15])=[O:14])[CH:6]=[CH:5]2. The catalyst class is: 31.